This data is from Forward reaction prediction with 1.9M reactions from USPTO patents (1976-2016). The task is: Predict the product of the given reaction. (1) Given the reactants [F:1][C:2]([F:7])([F:6])[CH2:3][CH2:4][OH:5].[H-].[Na+].[Br:10][C:11]1[CH:20]=[CH:19][C:14]([C:15]([O:17][CH3:18])=[O:16])=[CH:13][C:12]=1[CH2:21]Br, predict the reaction product. The product is: [Br:10][C:11]1[CH:20]=[CH:19][C:14]([C:15]([O:17][CH3:18])=[O:16])=[CH:13][C:12]=1[CH2:21][O:5][CH2:4][CH2:3][C:2]([F:7])([F:6])[F:1]. (2) Given the reactants C(=O)([O-])[O:2][CH:3](CC=C)[C:4]1[S:5][C:6]2[CH:12]=[CH:11][C:10]([NH2:13])=[CH:9][C:7]=2[N:8]=1.[CH3:19][N:20]([CH3:30])[C:21]1[CH:29]=[CH:28][C:24]([C:25](Cl)=[O:26])=[CH:23][CH:22]=1.C(N(CC)CC)C.[OH-].[Na+], predict the reaction product. The product is: [CH3:19][N:20]([CH3:30])[C:21]1[CH:29]=[CH:28][C:24]([C:25]([NH:13][C:10]2[CH:11]=[CH:12][C:6]3[S:5][C:4]([CH2:3][OH:2])=[N:8][C:7]=3[CH:9]=2)=[O:26])=[CH:23][CH:22]=1. (3) Given the reactants [Br:1][C:2]1[CH:12]=[C:11]([F:13])[CH:10]=[CH:9][C:3]=1[O:4][C:5]([O:7][CH3:8])=[O:6].[N+:14]([O-])([OH:16])=[O:15], predict the reaction product. The product is: [Br:1][C:2]1[CH:12]=[C:11]([F:13])[C:10]([N+:14]([O-:16])=[O:15])=[CH:9][C:3]=1[O:4][C:5]([O:7][CH3:8])=[O:6]. (4) Given the reactants CS([C:5]1[N:13]=[C:12]([C:14]#[N:15])[N:11]=[C:10]2[C:6]=1[N:7]([CH2:23][C:24]1[CH:29]=[CH:28][C:27]([C:30]([F:33])([F:32])[F:31])=[CH:26][CH:25]=1)[C:8]([C:16]1[CH:21]=[CH:20][CH:19]=[C:18]([CH3:22])[CH:17]=1)=[N:9]2)(=O)=O.[OH2:34], predict the reaction product. The product is: [OH:34][C:5]1[N:13]=[C:12]([C:14]#[N:15])[N:11]=[C:10]2[C:6]=1[N:7]([CH2:23][C:24]1[CH:29]=[CH:28][C:27]([C:30]([F:33])([F:32])[F:31])=[CH:26][CH:25]=1)[C:8]([C:16]1[CH:21]=[CH:20][CH:19]=[C:18]([CH3:22])[CH:17]=1)=[N:9]2. (5) The product is: [CH3:48][O:47][C:36]1[C:37]2[C:42](=[CH:41][CH:40]=[CH:39][CH:38]=2)[C:43]([O:45][CH3:46])=[CH:44][C:35]=1[CH2:34][O:1][CH:2]1[CH:7]([C:8]2[CH:9]=[CH:10][C:11]([O:14][CH2:15][CH2:16][CH2:17][CH2:18][O:19][C:20]3[CH:21]=[CH:22][CH:23]=[CH:24][CH:25]=3)=[CH:12][CH:13]=2)[CH2:6][CH2:5][N:4]([C:26]([O:28][C:29]([CH3:32])([CH3:31])[CH3:30])=[O:27])[CH2:3]1. Given the reactants [OH:1][CH:2]1[CH:7]([C:8]2[CH:13]=[CH:12][C:11]([O:14][CH2:15][CH2:16][CH2:17][CH2:18][O:19][C:20]3[CH:25]=[CH:24][CH:23]=[CH:22][CH:21]=3)=[CH:10][CH:9]=2)[CH2:6][CH2:5][N:4]([C:26]([O:28][C:29]([CH3:32])([CH3:31])[CH3:30])=[O:27])[CH2:3]1.Cl[CH2:34][C:35]1[CH:44]=[C:43]([O:45][CH3:46])[C:42]2[C:37](=[CH:38][CH:39]=[CH:40][CH:41]=2)[C:36]=1[O:47][CH3:48], predict the reaction product.